Predict the reactants needed to synthesize the given product. From a dataset of Full USPTO retrosynthesis dataset with 1.9M reactions from patents (1976-2016). (1) Given the product [NH2:22][C:23]1[CH:30]=[CH:29][CH:28]=[CH:27][C:24]=1[CH2:25][NH:26][C:19](=[O:21])[CH2:18][CH2:17][CH2:16][CH2:15][CH2:14][CH2:13][C:11]([C:2]1[CH:1]=[CH:10][C:5]([C:6]2[CH:7]=[CH:8][CH:9]=[CH:32][CH:31]=2)=[CH:4][CH:3]=1)=[O:12], predict the reactants needed to synthesize it. The reactants are: [CH:1]1[C:10]2[C:5](=[CH:6][CH:7]=[CH:8][CH:9]=2)[CH:4]=[CH:3][C:2]=1[C:11]([CH2:13][CH2:14][CH2:15][CH2:16][CH2:17][CH2:18][C:19]([OH:21])=O)=[O:12].[NH2:22][C:23]1[CH:30]=[CH:29][CH:28]=[CH:27][C:24]=1[CH2:25][NH2:26].[C:31]1(N)C=CC=C[C:32]=1N. (2) Given the product [F:1][C:2]1[CH:3]=[C:4]([C:8]([CH:14]2[CH2:15][CH2:16][CH2:17][CH2:18]2)([CH3:13])[C:9]([O:11][CH:12]2[CH2:25][CH2:24][N:23]([CH3:26])[CH2:22][CH2:21]2)=[O:10])[CH:5]=[CH:6][CH:7]=1, predict the reactants needed to synthesize it. The reactants are: [F:1][C:2]1[CH:3]=[C:4]([C:8]([CH:14]2[CH2:18][CH2:17][CH2:16][CH2:15]2)([CH3:13])[C:9]([O:11][CH3:12])=[O:10])[CH:5]=[CH:6][CH:7]=1.OC1[CH2:25][CH2:24][N:23]([CH3:26])[CH2:22][CH2:21]1. (3) Given the product [OH:8][C:9]1[CH:36]=[C:35]([N:37]2[CH2:42][CH2:41][CH2:40][CH2:39][CH2:38]2)[CH:34]=[CH:33][C:10]=1[C:11]([NH:13][C:14]1[CH:26]=[C:25]([C:27]2[CH:32]=[CH:31][CH:30]=[CH:29][CH:28]=2)[CH:24]=[CH:23][C:15]=1[C:16]([OH:18])=[O:17])=[O:12], predict the reactants needed to synthesize it. The reactants are: FC(F)(F)C(O)=O.[OH:8][C:9]1[CH:36]=[C:35]([N:37]2[CH2:42][CH2:41][CH2:40][CH2:39][CH2:38]2)[CH:34]=[CH:33][C:10]=1[C:11]([NH:13][C:14]1[CH:26]=[C:25]([C:27]2[CH:32]=[CH:31][CH:30]=[CH:29][CH:28]=2)[CH:24]=[CH:23][C:15]=1[C:16]([O:18]C(C)(C)C)=[O:17])=[O:12].